This data is from Catalyst prediction with 721,799 reactions and 888 catalyst types from USPTO. The task is: Predict which catalyst facilitates the given reaction. (1) Reactant: [Cl:1][C:2]1[C:7]([C:8]([F:11])([F:10])[F:9])=[CH:6][CH:5]=[C:4](Cl)[N:3]=1.O1CCOCC1.C(=O)([O-])[O-].[Na+].[Na+].[CH2:25]([C:27]1[CH:32]=[CH:31][C:30](B(O)O)=[CH:29][CH:28]=1)[CH3:26]. Product: [Cl:1][C:2]1[C:7]([C:8]([F:11])([F:10])[F:9])=[CH:6][CH:5]=[C:4]([C:30]2[CH:31]=[CH:32][C:27]([CH2:25][CH3:26])=[CH:28][CH:29]=2)[N:3]=1. The catalyst class is: 93. (2) Reactant: [F:1][C:2]([F:14])([F:13])[C:3]([C:5]1[CH:10]=[CH:9][C:8]([O:11]C)=[CH:7][CH:6]=1)=[O:4].[Cl-].[Li+].Cl. Product: [F:1][C:2]([F:13])([F:14])[C:3]([C:5]1[CH:10]=[CH:9][C:8]([OH:11])=[CH:7][CH:6]=1)=[O:4]. The catalyst class is: 6.